From a dataset of Forward reaction prediction with 1.9M reactions from USPTO patents (1976-2016). Predict the product of the given reaction. (1) Given the reactants CN(C)C=O.Cl[C:7]1[C:8]2[C:15]([Cl:16])=[CH:14][S:13][C:9]=2[N:10]=[CH:11][N:12]=1.Cl.[OH:18][C:19]1[CH:20]=[C:21]([CH:25]=[CH:26][CH:27]=1)[CH2:22][CH2:23][NH2:24].C(N(CC)CC)C, predict the reaction product. The product is: [Cl:16][C:15]1[C:8]2[C:7]([NH:24][CH2:23][CH2:22][C:21]3[CH:20]=[C:19]([OH:18])[CH:27]=[CH:26][CH:25]=3)=[N:12][CH:11]=[N:10][C:9]=2[S:13][CH:14]=1. (2) Given the reactants [CH3:1][C:2]1[CH:7]=[C:6]([CH3:8])[CH:5]=[CH:4][C:3]=1[CH2:9][N:10]1[C:15](=[O:16])[C:14]([C:17]([NH:19][CH2:20][C:21]([O:23]CC)=[O:22])=[O:18])=[C:13]([OH:26])[C:12]([C:27]([O:29]C)=O)=[C:11]1[OH:31].[CH:32]1([NH2:38])[CH2:37][CH2:36][CH2:35][CH2:34][CH2:33]1, predict the reaction product. The product is: [CH:32]1([NH:38][C:27]([C:12]2[C:13]([OH:26])=[C:14]([C:17]([NH:19][CH2:20][C:21]([OH:23])=[O:22])=[O:18])[C:15](=[O:16])[N:10]([CH2:9][C:3]3[CH:4]=[CH:5][C:6]([CH3:8])=[CH:7][C:2]=3[CH3:1])[C:11]=2[OH:31])=[O:29])[CH2:37][CH2:36][CH2:35][CH2:34][CH2:33]1. (3) Given the reactants Br[C:2]1[CH:3]=[CH:4][C:5]([O:8][CH:9]2[CH2:14][O:13][C:12]3=[N:15][C:16]([N+:18]([O-:20])=[O:19])=[CH:17][N:11]3[CH2:10]2)=[N:6][CH:7]=1.[F:21][C:22]1[CH:23]=[C:24]([N:38]2[CH2:42][CH:41]([CH2:43][NH:44][C:45](=[O:47])[CH3:46])[O:40][C:39]2=[O:48])[CH:25]=[C:26]([F:37])[C:27]=1B1OC(C)(C)C(C)(C)O1.C([O-])([O-])=O.[K+].[K+], predict the reaction product. The product is: [F:21][C:22]1[CH:23]=[C:24]([N:38]2[CH2:42][CH:41]([CH2:43][NH:44][C:45](=[O:47])[CH3:46])[O:40][C:39]2=[O:48])[CH:25]=[C:26]([F:37])[C:27]=1[C:2]1[CH:7]=[N:6][C:5]([O:8][CH:9]2[CH2:14][O:13][C:12]3=[N:15][C:16]([N+:18]([O-:20])=[O:19])=[CH:17][N:11]3[CH2:10]2)=[CH:4][CH:3]=1. (4) Given the reactants [C:1]([O:5][C:6]([N:8]1[CH2:13][CH2:12][N:11]([CH2:14][C:15]2[CH:20]=[C:19]([NH2:21])[C:18]([C:22]([OH:24])=O)=[CH:17][C:16]=2[C:25]([F:28])([F:27])[F:26])[CH2:10][CH2:9]1)=[O:7])([CH3:4])([CH3:3])[CH3:2].[Cl:29][C:30]1[C:31]([S:39]([CH2:42][CH3:43])(=[O:41])=[O:40])=[C:32]([CH:35]=[C:36]([Cl:38])[CH:37]=1)[CH2:33][NH2:34].Cl.ClC1C=CC(S(CC)(=O)=O)=C(C=1)CN.C1C=CC2N(O)N=NC=2C=1, predict the reaction product. The product is: [C:1]([O:5][C:6]([N:8]1[CH2:9][CH2:10][N:11]([CH2:14][C:15]2[CH:20]=[C:19]([NH2:21])[C:18]([C:22](=[O:24])[NH:34][CH2:33][C:32]3[CH:35]=[C:36]([Cl:38])[CH:37]=[C:30]([Cl:29])[C:31]=3[S:39]([CH2:42][CH3:43])(=[O:41])=[O:40])=[CH:17][C:16]=2[C:25]([F:28])([F:26])[F:27])[CH2:12][CH2:13]1)=[O:7])([CH3:2])([CH3:4])[CH3:3]. (5) Given the reactants [NH2:1][C:2]1[CH:11]=[C:10]([C:12]([O:14][CH3:15])=[O:13])C=[CH:8][C:3]=1[C:4]([O:6][CH3:7])=[O:5].C1C(=O)N([Cl:23])C(=O)C1.[C:24]([Cl:28])(Cl)(Cl)Cl, predict the reaction product. The product is: [NH2:1][C:2]1[C:11]([Cl:23])=[C:10]([C:12]([O:14][CH3:15])=[O:13])[C:24]([Cl:28])=[CH:8][C:3]=1[C:4]([O:6][CH3:7])=[O:5]. (6) Given the reactants [C:1]([O:5][C:6]([NH:8][C:9]1[CH:14]=[CH:13][C:12]([Cl:15])=[CH:11][C:10]=1[C:16]1[CH:24]=[C:23]2[N:19]([CH:20]([C:25](O)=[O:26])[CH2:21][CH2:22]2)[C:18](=[O:28])[CH:17]=1)=[O:7])([CH3:4])([CH3:3])[CH3:2].[Cl:29][C:30](N(C)C)=C(C)C.C[Si](C=[N+]=[N-])(C)C.Cl.C(=O)([O-])O.[Na+], predict the reaction product. The product is: [Cl:15][C:12]1[CH:13]=[CH:14][C:9]([NH:8][C:6](=[O:7])[O:5][C:1]([CH3:3])([CH3:4])[CH3:2])=[C:10]([C:16]2[CH:24]=[C:23]3[N:19]([CH:20]([C:25](=[O:26])[CH2:30][Cl:29])[CH2:21][CH2:22]3)[C:18](=[O:28])[CH:17]=2)[CH:11]=1. (7) Given the reactants [CH2:1]([O:5][C:6]1[CH:7]=[C:8]([OH:12])[CH:9]=[CH:10][CH:11]=1)[CH2:2][CH2:3][CH3:4].C1(=O)O[CH2:16][CH2:15][O:14]1, predict the reaction product. The product is: [CH2:1]([O:5][C:6]1[CH:7]=[C:8]([CH:9]=[CH:10][CH:11]=1)[O:12][CH2:16][CH2:15][OH:14])[CH2:2][CH2:3][CH3:4]. (8) Given the reactants [OH:1][C:2]1[CH:3]=[C:4]2[C:9](=[CH:10][CH:11]=1)[C:8](=[O:12])[N:7]([CH:13]([CH3:17])[C:14]([NH2:16])=[O:15])[CH2:6][CH2:5]2.C(=O)([O-])[O-].[K+].[K+].[F:24][C:25]1[CH:32]=[CH:31][CH:30]=[CH:29][C:26]=1[CH2:27]Br.O, predict the reaction product. The product is: [F:24][C:25]1[CH:32]=[CH:31][CH:30]=[CH:29][C:26]=1[CH2:27][O:1][C:2]1[CH:3]=[C:4]2[C:9](=[CH:10][CH:11]=1)[C:8](=[O:12])[N:7]([CH:13]([CH3:17])[C:14]([NH2:16])=[O:15])[CH2:6][CH2:5]2. (9) Given the reactants [NH:1]1[CH:5]=[N:4][CH:3]=[N:2]1.[H-].[Na+].Cl.Cl[CH2:10][C:11]1[CH:16]=[CH:15][N:14]2[CH:17]=[CH:18][N:19]=[C:13]2[N:12]=1.C(=O)([O-])[O-].[K+].[K+].[Na].N1C=CN=N1, predict the reaction product. The product is: [N:1]1([CH2:10][C:11]2[CH:16]=[CH:15][N:14]3[CH:17]=[CH:18][N:19]=[C:13]3[N:12]=2)[CH:5]=[N:4][CH:3]=[N:2]1.